From a dataset of Full USPTO retrosynthesis dataset with 1.9M reactions from patents (1976-2016). Predict the reactants needed to synthesize the given product. (1) Given the product [N:1]1([C:5]2[N:10]=[C:9]([CH2:11][N:12]3[C@@H:16]([CH3:17])[C@@H:15]([C:18]4[CH:23]=[C:22]([C:24]([F:27])([F:26])[F:25])[CH:21]=[C:20]([C:28]([F:31])([F:30])[F:29])[CH:19]=4)[O:14][C:13]3=[O:32])[C:8]([C:41]3[CH:40]=[C:39]([CH2:42][CH2:43][C:44]([O:46][CH3:47])=[O:45])[CH:38]=[CH:37][C:36]=3[O:35][CH3:34])=[CH:7][CH:6]=2)[CH2:4][CH2:3][CH2:2]1, predict the reactants needed to synthesize it. The reactants are: [N:1]1([C:5]2[N:10]=[C:9]([CH2:11][N:12]3[C@@H:16]([CH3:17])[C@@H:15]([C:18]4[CH:23]=[C:22]([C:24]([F:27])([F:26])[F:25])[CH:21]=[C:20]([C:28]([F:31])([F:30])[F:29])[CH:19]=4)[O:14][C:13]3=[O:32])[C:8](Br)=[CH:7][CH:6]=2)[CH2:4][CH2:3][CH2:2]1.[CH3:34][O:35][C:36]1[CH:41]=[CH:40][C:39]([CH2:42][CH2:43][C:44]([O:46][CH3:47])=[O:45])=[CH:38][C:37]=1B1OC(C)(C)C(C)(C)O1.C1COCC1.C([O-])([O-])=O.[K+].[K+]. (2) Given the product [F:10][C:7]1[CH:8]=[CH:9][C:4]([N:1]2[CH:11]([N:14]3[CH2:19][CH2:18][CH2:17][CH2:16][CH2:15]3)[CH:12]([CH3:13])[N:3]=[N:2]2)=[CH:5][CH:6]=1, predict the reactants needed to synthesize it. The reactants are: [N:1]([C:4]1[CH:9]=[CH:8][C:7]([F:10])=[CH:6][CH:5]=1)=[N+:2]=[N-:3].[CH:11]([N:14]1[CH2:19][CH2:18][CH2:17][CH2:16][CH2:15]1)=[CH:12][CH3:13].